This data is from Forward reaction prediction with 1.9M reactions from USPTO patents (1976-2016). The task is: Predict the product of the given reaction. (1) Given the reactants [N+:1]([C:4]1[CH:5]=[C:6]([C:22](O)=[O:23])[C:7]([C:10]2[C:11](C(O)=O)=[CH:12][C:13]([N+:16]([O-:18])=[O:17])=[CH:14][CH:15]=2)=[CH:8][CH:9]=1)([O-:3])=[O:2].O.Cl, predict the reaction product. The product is: [OH:23][CH2:22][C:6]1[CH:5]=[C:4]([N+:1]([O-:3])=[O:2])[CH:9]=[CH:8][C:7]=1[C:10]1[CH:15]=[CH:14][C:13]([N+:16]([O-:18])=[O:17])=[CH:12][CH:11]=1. (2) Given the reactants [Br:1][C:2]1[CH:3]=[C:4]([CH2:13][C@@H:14]([CH2:18][C:19]([OH:21])=[O:20])[C:15]([OH:17])=[O:16])[C:5]([CH2:11]O)=[C:6]2[C:10]=1[NH:9][N:8]=[CH:7]2.O.C1(C)C=CC(S(O)(=O)=O)=CC=1, predict the reaction product. The product is: [Br:1][C:2]1[C:10]2[NH:9][N:8]=[CH:7][C:6]=2[C:5]2[CH2:11][O:16][C:15](=[O:17])[C@H:14]([CH2:18][C:19]([OH:21])=[O:20])[CH2:13][C:4]=2[CH:3]=1. (3) The product is: [Br:8][C:7]1[C:2]([C:18]2[CH:17]=[CH:16][CH:15]=[C:14]([O:13][CH3:12])[CH:19]=2)=[N:3][CH:4]=[C:5]([N+:9]([O-:11])=[O:10])[CH:6]=1. Given the reactants Br[C:2]1[C:7]([Br:8])=[CH:6][C:5]([N+:9]([O-:11])=[O:10])=[CH:4][N:3]=1.[CH3:12][O:13][C:14]1[CH:15]=[C:16](B(O)O)[CH:17]=[CH:18][CH:19]=1, predict the reaction product. (4) Given the reactants [Cl:1][C:2]1[CH:12]=[C:11]([C:13]([O-:15])=O)[CH:10]=[CH:9][C:3]=1[C:4]([O:6][CH2:7][CH3:8])=[O:5].[CH3:16][CH:17]([NH2:20])[CH2:18][OH:19].O.OC1C2N=NNC=2C=CC=1.Cl.C(N=C=NCCCN(C)C)C, predict the reaction product. The product is: [Cl:1][C:2]1[CH:12]=[C:11]([C:13]([NH:20][CH:17]([CH3:16])[CH2:18][OH:19])=[O:15])[CH:10]=[CH:9][C:3]=1[C:4]([O:6][CH2:7][CH3:8])=[O:5]. (5) Given the reactants [NH2:1][C@H:2]([C:15]([NH:17][C@H:18]([C:31]([OH:33])=O)[CH2:19][CH2:20][C:21](=[O:30])[O:22][CH2:23][C:24]1[CH:29]=[CH:28][CH:27]=[CH:26][CH:25]=1)=[O:16])[CH2:3][CH2:4][CH2:5][CH2:6][NH:7][C:8]([O:10][C:11]([CH3:14])([CH3:13])[CH3:12])=[O:9].C(Cl)(Cl)Cl.CO.CC(O)=O, predict the reaction product. The product is: [NH:1]1[C:31](=[O:33])[C@H:18]([CH2:19][CH2:20][C:21](=[O:30])[O:22][CH2:23][C:24]2[CH:29]=[CH:28][CH:27]=[CH:26][CH:25]=2)[NH:17][C:15](=[O:16])[C@@H:2]1[CH2:3][CH2:4][CH2:5][CH2:6][NH:7][C:8]([O:10][C:11]([CH3:14])([CH3:13])[CH3:12])=[O:9]. (6) Given the reactants [H-].[Na+].[Cl:3][C:4]1[CH:9]=[CH:8][CH:7]=[C:6]([Cl:10])[C:5]=1[CH:11]1[CH2:16][CH2:15][N:14]([CH2:17][C:18]2[C:26]3[C:21](=[CH:22][CH:23]=[CH:24][CH:25]=3)[NH:20][C:19]=2[C:27]2[CH:32]=[CH:31][CH:30]=[CH:29][CH:28]=2)[CH2:13][CH2:12]1.Br[CH2:34][C:35]([O:37][C:38]([CH3:41])([CH3:40])[CH3:39])=[O:36].O, predict the reaction product. The product is: [C:38]([O:37][C:35](=[O:36])[CH2:34][N:20]1[C:21]2[C:26](=[CH:25][CH:24]=[CH:23][CH:22]=2)[C:18]([CH2:17][N:14]2[CH2:13][CH2:12][CH:11]([C:5]3[C:4]([Cl:3])=[CH:9][CH:8]=[CH:7][C:6]=3[Cl:10])[CH2:16][CH2:15]2)=[C:19]1[C:27]1[CH:32]=[CH:31][CH:30]=[CH:29][CH:28]=1)([CH3:41])([CH3:40])[CH3:39]. (7) Given the reactants [OH-].[Li+].FC(F)(F)C(O)=O.C([O:12][C:13]([CH:15]1[CH2:20][CH2:19][N:18]([C:21]2[CH:26]=[CH:25][C:24]([NH:27][C:28]3[C:33]([Cl:34])=[CH:32][N:31]=[C:30]([NH:35][C:36]4[CH:37]=[CH:38][C:39]5[NH:45][C:44](=[O:46])[CH2:43][CH2:42][C:41]([CH3:48])([CH3:47])[C:40]=5[CH:49]=4)[N:29]=3)=[C:23]([N:50]3[CH:54]=[CH:53][CH:52]=[N:51]3)[CH:22]=2)[CH2:17][CH2:16]1)=[O:14])C.CO.Cl, predict the reaction product. The product is: [Cl:34][C:33]1[C:28]([NH:27][C:24]2[CH:25]=[CH:26][C:21]([N:18]3[CH2:19][CH2:20][CH:15]([C:13]([OH:14])=[O:12])[CH2:16][CH2:17]3)=[CH:22][C:23]=2[N:50]2[CH:54]=[CH:53][CH:52]=[N:51]2)=[N:29][C:30]([NH:35][C:36]2[CH:37]=[CH:38][C:39]3[NH:45][C:44](=[O:46])[CH2:43][CH2:42][C:41]([CH3:47])([CH3:48])[C:40]=3[CH:49]=2)=[N:31][CH:32]=1. (8) Given the reactants [F:1][C:2]1[C:7](OS(C(F)(F)F)(=O)=O)=[CH:6][CH:5]=[C:4]([F:16])[C:3]=1[C:17]1[N:22]=[C:21]([C:23]([O:25][CH3:26])=[O:24])[CH:20]=[CH:19][CH:18]=1.[CH3:27][Zn]C, predict the reaction product. The product is: [F:1][C:2]1[C:7]([CH3:27])=[CH:6][CH:5]=[C:4]([F:16])[C:3]=1[C:17]1[N:22]=[C:21]([C:23]([O:25][CH3:26])=[O:24])[CH:20]=[CH:19][CH:18]=1.